From a dataset of Reaction yield outcomes from USPTO patents with 853,638 reactions. Predict the reaction yield, written as a fraction of the theoretical maximum amount of product (1.0 means a 100% yield; for example, 0.34 means a 34% yield). (1) The reactants are [CH3:1][O:2][C:3]1[N:8]=[CH:7][C:6]([CH2:9][C:10]2[C:11](=[O:18])[N:12]=[C:13](SC)[NH:14][CH:15]=2)=[CH:5][N:4]=1.[Cl:19][C:20]1[CH:35]=[CH:34][C:23]([O:24][C:25]2[CH:30]=[CH:29][C:28]([CH2:31][CH2:32][NH2:33])=[CH:27][CH:26]=2)=[CH:22][CH:21]=1. The catalyst is C(O)C. The product is [Cl:19][C:20]1[CH:35]=[CH:34][C:23]([O:24][C:25]2[CH:30]=[CH:29][C:28]([CH2:31][CH2:32][NH:33][C:13]3[NH:14][CH:15]=[C:10]([CH2:9][C:6]4[CH:5]=[N:4][C:3]([O:2][CH3:1])=[N:8][CH:7]=4)[C:11](=[O:18])[N:12]=3)=[CH:27][CH:26]=2)=[CH:22][CH:21]=1. The yield is 0.175. (2) The yield is 0.560. The product is [ClH:1].[NH2:24][C@@H:20]1[CH2:21][CH2:22][CH2:23][N:18]([C:3]2[C:2]([Cl:1])=[CH:7][N:6]=[C:5]3[NH:8][CH:9]=[C:10]([NH:11][C:12](=[O:17])[C@@H:13]([O:15][CH3:16])[CH3:14])[C:4]=23)[CH2:19]1. The catalyst is C(Cl)Cl. The reactants are [Cl:1][C:2]1[C:3]([N:18]2[CH2:23][CH2:22][CH2:21][C@@H:20]([NH:24]C(=O)OC(C)(C)C)[CH2:19]2)=[C:4]2[C:10]([NH:11][C:12](=[O:17])[C@@H:13]([O:15][CH3:16])[CH3:14])=[CH:9][NH:8][C:5]2=[N:6][CH:7]=1.C(O)(C(F)(F)F)=O. (3) The reactants are [CH3:1][N:2]1[CH2:7][CH2:6][CH:5]([O:8][C:9]2[CH:21]=[CH:20][C:19]3[C:18]4[C:13](=[CH:14][C:15]([O:22][CH:23]5[CH2:28][CH2:27][NH:26][CH2:25][CH2:24]5)=[CH:16][CH:17]=4)[C:12](=[O:29])[C:11]=3[CH:10]=2)[CH2:4][CH2:3]1.[ClH:30].O1CCOCC1. The catalyst is CCOC(C)=O.C(O)C. The product is [ClH:30].[ClH:30].[CH3:1][N:2]1[CH2:7][CH2:6][CH:5]([O:8][C:9]2[CH:21]=[CH:20][C:19]3[C:18]4[C:13](=[CH:14][C:15]([O:22][CH:23]5[CH2:28][CH2:27][NH:26][CH2:25][CH2:24]5)=[CH:16][CH:17]=4)[C:12](=[O:29])[C:11]=3[CH:10]=2)[CH2:4][CH2:3]1. The yield is 0.510. (4) The reactants are COC(C1C=C(O)C2C(=C(OC)C=C(Br)C=2)N=1)=O.C[O:20][C:21]([C:23]1[CH:32]=[C:31]([C:33]2[CH:38]=[CH:37][CH:36]=[CH:35][CH:34]=2)[C:30]2[C:25](=[C:26]([O:39]C)[CH:27]=[CH:28][CH:29]=2)[N:24]=1)=[O:22]. No catalyst specified. The product is [OH:39][C:26]1[CH:27]=[CH:28][CH:29]=[C:30]2[C:25]=1[N:24]=[C:23]([C:21]([OH:22])=[O:20])[CH:32]=[C:31]2[C:33]1[CH:38]=[CH:37][CH:36]=[CH:35][CH:34]=1. The yield is 0.620. (5) The reactants are [Cl:1][C:2]1[N:3]=[CH:4][NH:5][CH:6]=1.Cl[C:8]1[CH:13]=[CH:12][C:11]([N+:14]([O-:16])=[O:15])=[CH:10][C:9]=1[O:17][CH3:18].[OH-].[K+].O. The catalyst is CS(C)=O. The product is [Cl:1][C:2]1[N:3]=[CH:4][N:5]([C:8]2[CH:13]=[CH:12][C:11]([N+:14]([O-:16])=[O:15])=[CH:10][C:9]=2[O:17][CH3:18])[CH:6]=1. The yield is 0.420.